Regression. Given two drug SMILES strings and cell line genomic features, predict the synergy score measuring deviation from expected non-interaction effect. From a dataset of NCI-60 drug combinations with 297,098 pairs across 59 cell lines. Drug 1: COC1=CC(=CC(=C1O)OC)C2C3C(COC3=O)C(C4=CC5=C(C=C24)OCO5)OC6C(C(C7C(O6)COC(O7)C8=CC=CS8)O)O. Drug 2: C1=CN(C(=O)N=C1N)C2C(C(C(O2)CO)O)O.Cl. Cell line: SF-295. Synergy scores: CSS=55.1, Synergy_ZIP=-1.47, Synergy_Bliss=0.681, Synergy_Loewe=-0.298, Synergy_HSA=3.82.